This data is from Forward reaction prediction with 1.9M reactions from USPTO patents (1976-2016). The task is: Predict the product of the given reaction. (1) Given the reactants [CH3:1][C:2]1[O:6][C:5]([C:7]2[CH:12]=[CH:11][C:10]([C:13]([NH:15][CH2:16][C:17]3[CH:18]=[N:19][CH:20]=[CH:21][CH:22]=3)=[O:14])=[CH:9][CH:8]=2)=[N:4][C:3]=1[CH2:23][S:24]([C:27]1[CH:32]=[CH:31][C:30]([C:33]#[C:34][CH2:35][O:36][CH2:37][CH2:38][O:39][CH2:40][CH2:41][O:42][CH2:43][CH2:44][O:45][CH2:46][CH2:47][O:48][CH2:49][CH2:50][O:51][CH2:52][CH2:53][NH:54][C:55](=[O:61])[O:56][C:57]([CH3:60])([CH3:59])[CH3:58])=[CH:29][CH:28]=1)(=[O:26])=[O:25], predict the reaction product. The product is: [CH3:1][C:2]1[O:6][C:5]([C:7]2[CH:8]=[CH:9][C:10]([C:13]([NH:15][CH2:16][C:17]3[CH:18]=[N:19][CH:20]=[CH:21][CH:22]=3)=[O:14])=[CH:11][CH:12]=2)=[N:4][C:3]=1[CH2:23][S:24]([C:27]1[CH:32]=[CH:31][C:30]([CH2:33][CH2:34][CH2:35][O:36][CH2:37][CH2:38][O:39][CH2:40][CH2:41][O:42][CH2:43][CH2:44][O:45][CH2:46][CH2:47][O:48][CH2:49][CH2:50][O:51][CH2:52][CH2:53][NH:54][C:55](=[O:61])[O:56][C:57]([CH3:59])([CH3:58])[CH3:60])=[CH:29][CH:28]=1)(=[O:26])=[O:25]. (2) Given the reactants [C:1]1([CH2:7][CH2:8][CH2:9][CH:10]([NH:20][C:21]([CH:23]2[CH2:28][CH2:27][N:26]([C:29](=[O:46])[C@H:30]([CH2:39]C3C=NC=CC=3)[NH:31]C(OC(C)(C)C)=O)[CH2:25][CH2:24]2)=[O:22])[CH2:11][CH2:12][CH2:13][C:14]2[CH:19]=[CH:18][CH:17]=[CH:16][CH:15]=2)[CH:6]=[CH:5][CH:4]=[CH:3][CH:2]=1.F[C:48](F)(F)[C:49](O)=O, predict the reaction product. The product is: [C:1]1([CH2:7][CH2:8][CH2:9][CH:10]([NH:20][C:21]([CH:23]2[CH2:24][CH2:25][N:26]([C:29](=[O:46])[C@H:30]([CH2:39][C:49]3[CH:48]=[CH:8][CH:9]=[CH:10][N:20]=3)[NH2:31])[CH2:27][CH2:28]2)=[O:22])[CH2:11][CH2:12][CH2:13][C:14]2[CH:15]=[CH:16][CH:17]=[CH:18][CH:19]=2)[CH:2]=[CH:3][CH:4]=[CH:5][CH:6]=1. (3) Given the reactants [F:1][C:2]1[CH:3]=[C:4]([C:9]2[N:10]=[C:11]([C:14]3([CH2:20][NH2:21])[CH2:19][CH2:18][O:17][CH2:16][CH2:15]3)[S:12][CH:13]=2)[CH:5]=[C:6]([F:8])[CH:7]=1.[F:22][C:23]([F:39])([F:38])[C:24]1[O:28][N:27]=[C:26]([C:29]2[CH:30]=[C:31]([CH:35]=[CH:36][CH:37]=2)[C:32](O)=[O:33])[N:25]=1, predict the reaction product. The product is: [F:8][C:6]1[CH:5]=[C:4]([C:9]2[N:10]=[C:11]([C:14]3([CH2:20][NH:21][C:32](=[O:33])[C:31]4[CH:35]=[CH:36][CH:37]=[C:29]([C:26]5[N:25]=[C:24]([C:23]([F:39])([F:38])[F:22])[O:28][N:27]=5)[CH:30]=4)[CH2:15][CH2:16][O:17][CH2:18][CH2:19]3)[S:12][CH:13]=2)[CH:3]=[C:2]([F:1])[CH:7]=1. (4) The product is: [CH2:11]([NH:18][CH2:19][CH:21]1[C:34]2[CH:33]=[CH:32][CH:31]=[CH:30][C:29]=2[O:28][C:27]2[C:22]1=[CH:23][CH:24]=[CH:25][CH:26]=2)[C:12]1[CH:13]=[CH:14][CH:15]=[CH:16][CH:17]=1. Given the reactants [Cl-].[Cl-].[Cl-].[Al+3].[H-].[H-].[H-].[H-].[Li+].[Al+3].[CH2:11]([NH:18][C:19]([CH:21]1[C:34]2[CH:33]=[CH:32][CH:31]=[CH:30][C:29]=2[O:28][C:27]2[C:22]1=[CH:23][CH:24]=[CH:25][CH:26]=2)=O)[C:12]1[CH:17]=[CH:16][CH:15]=[CH:14][CH:13]=1.[OH-].[Na+], predict the reaction product. (5) Given the reactants [Br:1][C:2]1[C:8]([F:9])=[CH:7][C:5]([NH2:6])=[C:4]([F:10])[CH:3]=1.Cl[C:12](Cl)(Cl)[CH:13]([OH:15])O.Cl.[NH2:19][OH:20].S(=O)(=O)(O)O, predict the reaction product. The product is: [Br:1][C:2]1[C:8]([F:9])=[CH:7][C:5]([NH:6][C:13](=[O:15])[CH:12]=[N:19][OH:20])=[C:4]([F:10])[CH:3]=1. (6) Given the reactants Cl[S:2]([C:5]1[CH:6]=[C:7]([CH:17]=[CH:18][CH:19]=1)[C:8]([O:10][CH2:11][CH2:12][Si:13]([CH3:16])([CH3:15])[CH3:14])=[O:9])(=[O:4])=[O:3].C(Cl)Cl.[NH2:23][C:24]1[CH:33]=[CH:32][CH:31]=[CH:30][C:25]=1[C:26]([O:28][CH3:29])=[O:27].C(O)(=O)CC(CC(O)=O)(C(O)=O)O, predict the reaction product. The product is: [CH3:14][Si:13]([CH3:16])([CH3:15])[CH2:12][CH2:11][O:10][C:8]([C:7]1[CH:6]=[C:5]([S:2]([NH:23][C:24]2[CH:33]=[CH:32][CH:31]=[CH:30][C:25]=2[C:26]([O:28][CH3:29])=[O:27])(=[O:4])=[O:3])[CH:19]=[CH:18][CH:17]=1)=[O:9].